From a dataset of Forward reaction prediction with 1.9M reactions from USPTO patents (1976-2016). Predict the product of the given reaction. The product is: [CH2:1]([N:8]1[CH:12]=[CH:11][CH:10]=[C:9]1[C:13]1[N:18]=[C:17]([NH:21][C:22]2[CH:23]=[CH:24][C:25]3[C:26](=[O:35])[C:27]4[C:32]([C:33]=3[CH:34]=2)=[CH:31][CH:30]=[CH:29][CH:28]=4)[N:16]=[C:15]([NH:21][C:22]2[CH:23]=[CH:24][C:25]3[C:36](=[O:39])[C:31]4[C:32]([C:33]=3[CH:34]=2)=[CH:27][CH:28]=[CH:29][CH:30]=4)[N:14]=1)[C:2]1[CH:7]=[CH:6][CH:5]=[CH:4][CH:3]=1. Given the reactants [CH2:1]([N:8]1[CH:12]=[CH:11][CH:10]=[C:9]1[C:13]1[N:18]=[C:17](Cl)[N:16]=[C:15](Cl)[N:14]=1)[C:2]1[CH:7]=[CH:6][CH:5]=[CH:4][CH:3]=1.[NH2:21][C:22]1[CH:23]=[CH:24][C:25]2[C:26](=[O:35])[C:27]3[C:32]([C:33]=2[CH:34]=1)=[CH:31][CH:30]=[CH:29][CH:28]=3.[C:36](=[O:39])([O-])[O-].[K+].[K+], predict the reaction product.